The task is: Predict the reaction yield, written as a fraction of the theoretical maximum amount of product (1.0 means a 100% yield; for example, 0.34 means a 34% yield).. This data is from Reaction yield outcomes from USPTO patents with 853,638 reactions. (1) The reactants are [CH3:1][C:2]1[CH:7]=[CH:6][C:5]([NH:8][C:9](=[O:23])[C:10]2[CH:15]=[CH:14][C:13]([CH2:16][N:17]3[CH2:22][CH2:21][NH:20][CH2:19][CH2:18]3)=[CH:12][CH:11]=2)=[CH:4][C:3]=1[NH:24][C:25]1[N:30]=[C:29]([C:31]2[CH:32]=[N:33][CH:34]=[CH:35][CH:36]=2)[CH:28]=[CH:27][N:26]=1.[CH2:37]([O:39][C:40](=[O:56])[CH:41]([O:43][P:44]([CH2:53][CH:54]=O)([O:46][C:47]1[CH:52]=[CH:51][CH:50]=[CH:49][CH:48]=1)=[O:45])[CH3:42])[CH3:38].[BH3-]C#N.[Na+]. The catalyst is C(O)(=O)C.CN(C=O)C. The product is [CH2:37]([O:39][C:40](=[O:56])[CH:41]([O:43][P:44]([CH2:53][CH2:54][N:20]1[CH2:19][CH2:18][N:17]([CH2:16][C:13]2[CH:12]=[CH:11][C:10]([C:9](=[O:23])[NH:8][C:5]3[CH:6]=[CH:7][C:2]([CH3:1])=[C:3]([NH:24][C:25]4[N:30]=[C:29]([C:31]5[CH:32]=[N:33][CH:34]=[CH:35][CH:36]=5)[CH:28]=[CH:27][N:26]=4)[CH:4]=3)=[CH:15][CH:14]=2)[CH2:22][CH2:21]1)([O:46][C:47]1[CH:52]=[CH:51][CH:50]=[CH:49][CH:48]=1)=[O:45])[CH3:42])[CH3:38]. The yield is 0.260. (2) The reactants are [NH2:1][C:2]1[CH:7]=[C:6]([C:8]([CH3:11])([CH3:10])[CH3:9])[CH:5]=[CH:4][C:3]=1[NH:12][C:13](=O)[CH2:14][CH:15]1[CH2:18][CH:17]([N:19]([CH2:21][C@@H:22]2[C@@H:29]3[C@@H:25]([O:26][C:27]([CH3:31])([CH3:30])[O:28]3)[C@H:24]([N:32]3[C:36]4[N:37]=[CH:38][N:39]=[C:40]([NH:41][CH2:42][C:43]5[CH:48]=[CH:47][C:46]([O:49][CH3:50])=[CH:45][C:44]=5[O:51][CH3:52])[C:35]=4[CH:34]=[CH:33]3)[O:23]2)[CH3:20])[CH2:16]1. The catalyst is C(O)(=O)C. The product is [C:8]([C:6]1[CH:5]=[CH:4][C:3]2[NH:12][C:13]([CH2:14][CH:15]3[CH2:16][CH:17]([N:19]([CH2:21][C@@H:22]4[C@H:29]5[O:28][C:27]([CH3:31])([CH3:30])[O:26][C@H:25]5[C@H:24]([N:32]5[C:36]6[N:37]=[CH:38][N:39]=[C:40]([NH:41][CH2:42][C:43]7[CH:48]=[CH:47][C:46]([O:49][CH3:50])=[CH:45][C:44]=7[O:51][CH3:52])[C:35]=6[CH:34]=[CH:33]5)[O:23]4)[CH3:20])[CH2:18]3)=[N:1][C:2]=2[CH:7]=1)([CH3:9])([CH3:11])[CH3:10]. The yield is 0.840.